Dataset: Full USPTO retrosynthesis dataset with 1.9M reactions from patents (1976-2016). Task: Predict the reactants needed to synthesize the given product. (1) Given the product [OH:1][C:2]1([C:6]2[C:7]([O:15][CH2:16][C:17]([F:20])([F:19])[F:18])=[CH:8][C:9]([C:12]([NH:34][C:26]([C:27]3[N:31]=[C:30]([CH3:32])[O:29][N:28]=3)([CH3:33])[CH2:25][S:22]([CH3:21])(=[O:24])=[O:23])=[O:14])=[N:10][CH:11]=2)[CH2:3][CH2:4][CH2:5]1, predict the reactants needed to synthesize it. The reactants are: [OH:1][C:2]1([C:6]2[C:7]([O:15][CH2:16][C:17]([F:20])([F:19])[F:18])=[CH:8][C:9]([C:12]([OH:14])=O)=[N:10][CH:11]=2)[CH2:5][CH2:4][CH2:3]1.[CH3:21][S:22]([CH2:25][C:26]([NH2:34])([CH3:33])[C:27]1[N:31]=[C:30]([CH3:32])[O:29][N:28]=1)(=[O:24])=[O:23]. (2) Given the product [OH:26][C:27]1[CH:32]=[C:31]([OH:33])[CH:30]=[CH:29][C:28]=1[C@H:41]1[CH2:42][CH2:43][C@H:44]([C:47]([OH:49])=[O:48])[CH2:45][CH2:46]1, predict the reactants needed to synthesize it. The reactants are: [F-].C([N+](CCCC)(CCCC)CCCC)CCC.[Si]([O:26][C:27]1[CH:32]=[C:31]([O:33][Si](C(C)(C)C)(C)C)[CH:30]=[CH:29][C:28]=1[CH:41]1[CH2:46][CH2:45][CH:44]([C:47]([OH:49])=[O:48])[CH2:43][CH2:42]1)(C(C)(C)C)(C)C. (3) Given the product [CH3:1][C@@:2]1([OH:41])[C@H:6]([OH:7])[C@@H:5]([CH2:17][OH:18])[O:4][C@H:3]1[N:28]1[CH:40]=[C:32]2[CH2:33][CH2:34][C:35]3[O:36][NH:37][N:38]=[CH:39][C:30]([C:31]=32)=[N:29]1, predict the reactants needed to synthesize it. The reactants are: [CH3:1][C@@:2]1([OH:41])[C@H:6]([O:7]CC2C=CC(Cl)=CC=2Cl)[C@@H:5]([CH2:17][O:18]CC2C=CC(Cl)=CC=2Cl)[O:4][C@H:3]1[N:28]1[CH:40]=[C:32]2[CH2:33][CH2:34][C:35]3[O:36][NH:37][N:38]=[CH:39][C:30]([C:31]=32)=[N:29]1.B(Cl)(Cl)Cl. (4) Given the product [NH2:1][CH2:2][C@@H:3]1[C@H:8]([CH3:9])[CH2:7][CH2:6][CH2:5][N:4]1[C:29]([C:28]1[CH:32]=[CH:33][CH:34]=[C:26]([F:25])[C:27]=1[N:35]1[N:39]=[CH:38][CH:37]=[N:36]1)=[O:31], predict the reactants needed to synthesize it. The reactants are: [NH2:1][CH2:2][C@@H:3]1[C@H:8]([CH3:9])[CH2:7][CH2:6][CH2:5][N:4]1C(C1C=C(C)C=CC=1C1C=NN(C)C=1)=O.[F:25][C:26]1[C:27]([N:35]2[N:39]=[CH:38][CH:37]=[N:36]2)=[C:28]([CH:32]=[CH:33][CH:34]=1)[C:29]([OH:31])=O. (5) Given the product [NH2:12][C:8]1[CH:9]=[CH:10][CH:11]=[C:5]([Br:4])[C:6]=1[NH2:7], predict the reactants needed to synthesize it. The reactants are: [Sn](Cl)Cl.[Br:4][C:5]1[CH:11]=[CH:10][CH:9]=[C:8]([N+:12]([O-])=O)[C:6]=1[NH2:7].[OH-].[Na+]. (6) Given the product [C:36]1([CH:35]([C:19]2[N:18]([S:15]([C:9]3[CH:14]=[CH:13][CH:12]=[CH:11][CH:10]=3)(=[O:17])=[O:16])[C:22]3=[CH:23][N:24]=[CH:25][CH:26]=[C:21]3[CH:20]=2)[OH:42])[CH:41]=[CH:40][CH:39]=[CH:38][CH:37]=1, predict the reactants needed to synthesize it. The reactants are: C([N-]C(C)C)(C)C.[Li+].[C:9]1([S:15]([N:18]2[C:22]3=[CH:23][N:24]=[CH:25][CH:26]=[C:21]3[CH:20]=[CH:19]2)(=[O:17])=[O:16])[CH:14]=[CH:13][CH:12]=[CH:11][CH:10]=1.CN(C)CCN(C)C.[CH:35](=[O:42])[C:36]1[CH:41]=[CH:40][CH:39]=[CH:38][CH:37]=1. (7) Given the product [Cl:1][C:2]1[N:3]=[C:4]([N:12]2[CH2:17][CH2:16][O:15][CH2:14][CH2:13]2)[C:5]2[S:10][C:9]([C:22]3[CH:23]=[N:24][CH:25]=[CH:26][C:21]=3[O:20][CH3:19])=[N:8][C:6]=2[N:7]=1, predict the reactants needed to synthesize it. The reactants are: [Cl:1][C:2]1[N:3]=[C:4]([N:12]2[CH2:17][CH2:16][O:15][CH2:14][CH2:13]2)[C:5]2[S:10][C:9](I)=[N:8][C:6]=2[N:7]=1.O.[CH3:19][O:20][C:21]1[CH:26]=[CH:25][N:24]=[CH:23][C:22]=1B(O)O.C(=O)([O-])[O-].[Na+].[Na+].C(#N)C. (8) The reactants are: [F:1][C:2]([F:18])([F:17])[C:3]1[CH:8]=[CH:7][C:6]([C:9]2[N:14]=[C:13]([CH2:15]O)[CH:12]=[CH:11][N:10]=2)=[CH:5][CH:4]=1.C([N:22](C(C)C)CC)(C)C.CS(Cl)(=O)=O. Given the product [F:1][C:2]([F:18])([F:17])[C:3]1[CH:8]=[CH:7][C:6]([C:9]2[N:14]=[C:13]([CH2:15][NH2:22])[CH:12]=[CH:11][N:10]=2)=[CH:5][CH:4]=1, predict the reactants needed to synthesize it. (9) Given the product [F:1][C:2]1[CH:25]=[CH:24][CH:23]=[C:22]([C:26]([F:28])([F:29])[F:27])[C:3]=1[C:4]([NH:6][C:7]1[S:18][C:10]2[C:11]([CH3:17])([CH3:16])[O:12][C:13]([CH3:14])([CH3:15])[C:9]=2[C:8]=1[C:19]([NH:33][CH2:30][CH2:31][CH3:32])=[O:21])=[O:5], predict the reactants needed to synthesize it. The reactants are: [F:1][C:2]1[CH:25]=[CH:24][CH:23]=[C:22]([C:26]([F:29])([F:28])[F:27])[C:3]=1[C:4]([NH:6][C:7]1[S:18][C:10]2[C:11]([CH3:17])([CH3:16])[O:12][C:13]([CH3:15])([CH3:14])[C:9]=2[C:8]=1[C:19]([OH:21])=O)=[O:5].[CH2:30]([NH2:33])[CH2:31][CH3:32].